From a dataset of NCI-60 drug combinations with 297,098 pairs across 59 cell lines. Regression. Given two drug SMILES strings and cell line genomic features, predict the synergy score measuring deviation from expected non-interaction effect. (1) Drug 1: CC1=C(C=C(C=C1)NC2=NC=CC(=N2)N(C)C3=CC4=NN(C(=C4C=C3)C)C)S(=O)(=O)N.Cl. Drug 2: CCN(CC)CCNC(=O)C1=C(NC(=C1C)C=C2C3=C(C=CC(=C3)F)NC2=O)C. Cell line: U251. Synergy scores: CSS=6.04, Synergy_ZIP=-4.38, Synergy_Bliss=-4.34, Synergy_Loewe=-2.94, Synergy_HSA=-2.72. (2) Drug 2: CC1C(C(CC(O1)OC2CC(CC3=C2C(=C4C(=C3O)C(=O)C5=C(C4=O)C(=CC=C5)OC)O)(C(=O)CO)O)N)O.Cl. Drug 1: CC1CCCC2(C(O2)CC(NC(=O)CC(C(C(=O)C(C1O)C)(C)C)O)C(=CC3=CSC(=N3)C)C)C. Synergy scores: CSS=46.9, Synergy_ZIP=-2.85, Synergy_Bliss=-2.48, Synergy_Loewe=-0.0977, Synergy_HSA=-0.0101. Cell line: SF-539. (3) Drug 1: C1=NC(=NC(=O)N1C2C(C(C(O2)CO)O)O)N. Drug 2: N.N.Cl[Pt+2]Cl. Cell line: KM12. Synergy scores: CSS=45.3, Synergy_ZIP=-4.99, Synergy_Bliss=-5.38, Synergy_Loewe=-20.6, Synergy_HSA=-0.337. (4) Drug 1: CN1CCC(CC1)COC2=C(C=C3C(=C2)N=CN=C3NC4=C(C=C(C=C4)Br)F)OC. Drug 2: CC1=C2C(C(=O)C3(C(CC4C(C3C(C(C2(C)C)(CC1OC(=O)C(C(C5=CC=CC=C5)NC(=O)OC(C)(C)C)O)O)OC(=O)C6=CC=CC=C6)(CO4)OC(=O)C)O)C)O. Cell line: NCI-H226. Synergy scores: CSS=30.1, Synergy_ZIP=2.62, Synergy_Bliss=2.40, Synergy_Loewe=-4.57, Synergy_HSA=3.84. (5) Drug 1: CNC(=O)C1=NC=CC(=C1)OC2=CC=C(C=C2)NC(=O)NC3=CC(=C(C=C3)Cl)C(F)(F)F. Drug 2: C(CCl)NC(=O)N(CCCl)N=O. Cell line: SF-268. Synergy scores: CSS=10.6, Synergy_ZIP=-2.53, Synergy_Bliss=0.656, Synergy_Loewe=-14.9, Synergy_HSA=-2.92. (6) Drug 1: CNC(=O)C1=NC=CC(=C1)OC2=CC=C(C=C2)NC(=O)NC3=CC(=C(C=C3)Cl)C(F)(F)F. Drug 2: C#CCC(CC1=CN=C2C(=N1)C(=NC(=N2)N)N)C3=CC=C(C=C3)C(=O)NC(CCC(=O)O)C(=O)O. Cell line: SF-539. Synergy scores: CSS=-1.55, Synergy_ZIP=-1.05, Synergy_Bliss=-5.34, Synergy_Loewe=-1.05, Synergy_HSA=-6.44. (7) Drug 1: C1=NC2=C(N=C(N=C2N1C3C(C(C(O3)CO)O)F)Cl)N. Drug 2: C1=NNC2=C1C(=O)NC=N2. Cell line: M14. Synergy scores: CSS=1.93, Synergy_ZIP=0.677, Synergy_Bliss=2.35, Synergy_Loewe=-13.2, Synergy_HSA=-0.870.